This data is from Reaction yield outcomes from USPTO patents with 853,638 reactions. The task is: Predict the reaction yield, written as a fraction of the theoretical maximum amount of product (1.0 means a 100% yield; for example, 0.34 means a 34% yield). (1) The reactants are Br[C:2]1[CH:8]=[CH:7][C:5]([NH2:6])=[C:4]([CH3:9])[C:3]=1[F:10].[C:11]([Cu])#[N:12].C(OCC)(=O)C. The catalyst is CCCCCC. The product is [NH2:6][C:5]1[CH:7]=[CH:8][C:2]([C:11]#[N:12])=[C:3]([F:10])[C:4]=1[CH3:9]. The yield is 0.670. (2) The reactants are [F:1][C:2]1[CH:3]=[C:4]([CH2:8][CH2:9][C:10]2[O:14][C:13]([C:15]3[CH:20]=[CH:19][N:18]=[C:17]([NH2:21])[CH:16]=3)=[N:12][N:11]=2)[CH:5]=[CH:6][CH:7]=1.C(N(CC)CC)C.Cl[C:30]([O:32][CH2:33][C:34]1[CH:39]=[CH:38][CH:37]=[CH:36][CH:35]=1)=[O:31]. The catalyst is CN(C)C1C=CN=CC=1.O1CCCC1.C(OCC)(=O)C. The product is [F:1][C:2]1[CH:3]=[C:4]([CH2:8][CH2:9][C:10]2[O:14][C:13]([C:15]3[CH:20]=[CH:19][N:18]=[C:17]([NH:21][C:30](=[O:31])[O:32][CH2:33][C:34]4[CH:39]=[CH:38][CH:37]=[CH:36][CH:35]=4)[CH:16]=3)=[N:12][N:11]=2)[CH:5]=[CH:6][CH:7]=1. The yield is 0.0700. (3) The reactants are [Br:1][C:2]1[CH:3]=[C:4]([NH2:9])[C:5]([NH2:8])=[N:6][CH:7]=1.[N:10]([CH2:13][CH3:14])=[C:11]=S.C(N=C=NC(C)C)(C)C.C(OCC)(=O)C. The catalyst is CN1C(=O)CCC1.O. The product is [Br:1][C:2]1[CH:3]=[C:4]2[N:9]=[C:11]([NH:10][CH2:13][CH3:14])[NH:8][C:5]2=[N:6][CH:7]=1. The yield is 0.750. (4) The yield is 0.770. The product is [NH2:6][C:7]1[N:11]([C:12]2[CH:20]=[CH:19][C:15]([C:16]([N:47]3[CH2:48][CH2:49][N:44]([CH3:43])[CH2:45][CH2:46]3)=[O:17])=[CH:14][CH:13]=2)[N:10]=[C:9]([C:21]2[CH:26]=[CH:25][C:24]([C:27]([O:29][CH3:30])=[O:28])=[CH:23][CH:22]=2)[CH:8]=1. The catalyst is CCCCCCC.CC(OC)(C)C.CO.CCOC(C)=O.O. The reactants are C1COCC1.[NH2:6][C:7]1[N:11]([C:12]2[CH:20]=[CH:19][C:15]([C:16](O)=[O:17])=[CH:14][CH:13]=2)[N:10]=[C:9]([C:21]2[CH:26]=[CH:25][C:24]([C:27]([O:29][CH3:30])=[O:28])=[CH:23][CH:22]=2)[CH:8]=1.C1N=CN(C(N2C=NC=C2)=O)C=1.[CH3:43][N:44]1[CH2:49][CH2:48][NH:47][CH2:46][CH2:45]1. (5) The reactants are [N:1]1([CH2:8][CH2:9][O:10][C:11]2[CH:38]=[CH:37][C:14]([C:15]([C:17]3[C:26]4[C:21](=[CH:22][C:23]([O:27][CH3:28])=[CH:24][CH:25]=4)[CH:20]=[CH:19][C:18]=3OS(C(F)(F)F)(=O)=O)=[O:16])=[CH:13][CH:12]=2)[CH2:7][CH2:6][CH2:5][CH2:4][CH2:3][CH2:2]1.[F-].[Cs+].Br[C:42]1[CH:47]=[C:46]([F:48])[CH:45]=[C:44]([F:49])[C:43]=1[F:50]. The catalyst is [Pd].C1CCC(P(C2CCCCC2)C2CCCCC2)CC1.C1CCC(P(C2CCCCC2)C2CCCCC2)CC1.[Pd].C(#N)C. The product is [N:1]1([CH2:8][CH2:9][O:10][C:11]2[CH:12]=[CH:13][C:14]([C:15]([C:17]3[C:26]4[C:21](=[CH:22][C:23]([O:27][CH3:28])=[CH:24][CH:25]=4)[CH:20]=[CH:19][C:18]=3[C:42]3[CH:47]=[C:46]([F:48])[CH:45]=[C:44]([F:49])[C:43]=3[F:50])=[O:16])=[CH:37][CH:38]=2)[CH2:2][CH2:3][CH2:4][CH2:5][CH2:6][CH2:7]1. The yield is 0.530. (6) The reactants are Cl.BrC1C=CN=CC=1.N1C=CC([NH:15][C@H:16]2[CH2:20][CH2:19][N:18]([C:21]3[CH:33]=[CH:32][C:24]([C:25]([O:27][C:28]([CH3:31])([CH3:30])[CH3:29])=[O:26])=[CH:23][CH:22]=3)[CH2:17]2)=CC=1. No catalyst specified. The product is [NH2:15][C@H:16]1[CH2:20][CH2:19][N:18]([C:21]2[CH:33]=[CH:32][C:24]([C:25]([O:27][C:28]([CH3:29])([CH3:31])[CH3:30])=[O:26])=[CH:23][CH:22]=2)[CH2:17]1. The yield is 0.770. (7) The reactants are P(Cl)(Cl)(Cl)=O.[CH3:6][O:7][C:8]1[CH:27]=[CH:26][C:11]([CH2:12][N:13]2[C:21]3[CH:20]=[CH:19][CH:18]=[C:17]([C:22]([O:24][CH3:25])=[O:23])[C:16]=3[CH:15]=[CH:14]2)=[CH:10][CH:9]=1.[OH-].[Na+].CN([CH:33]=[O:34])C. No catalyst specified. The product is [CH:33]([C:15]1[C:16]2[C:17]([C:22]([O:24][CH3:25])=[O:23])=[CH:18][CH:19]=[CH:20][C:21]=2[N:13]([CH2:12][C:11]2[CH:10]=[CH:9][C:8]([O:7][CH3:6])=[CH:27][CH:26]=2)[CH:14]=1)=[O:34]. The yield is 0.930.